From a dataset of Reaction yield outcomes from USPTO patents with 853,638 reactions. Predict the reaction yield, written as a fraction of the theoretical maximum amount of product (1.0 means a 100% yield; for example, 0.34 means a 34% yield). (1) The reactants are NC(N)=O.[NH2:5][C:6]1[C:7]([OH:17])=[C:8]([S:13]([NH2:16])(=[O:15])=[O:14])[C:9]([Cl:12])=[CH:10][CH:11]=1.[CH2:18]([O:25][C:26]1[CH:31]=[CH:30][CH:29]=[CH:28][C:27]=1[N:32]=[C:33]=[O:34])[C:19]1[CH:24]=[CH:23][CH:22]=[CH:21][CH:20]=1. No catalyst specified. The product is [CH2:18]([O:25][C:26]1[CH:31]=[CH:30][CH:29]=[CH:28][C:27]=1[NH:32][C:33]([NH:5][C:6]1[CH:11]=[CH:10][C:9]([Cl:12])=[C:8]([S:13]([NH2:16])(=[O:15])=[O:14])[C:7]=1[OH:17])=[O:34])[C:19]1[CH:20]=[CH:21][CH:22]=[CH:23][CH:24]=1. The yield is 0.260. (2) The reactants are [CH2:1]([C:3]1[CH:8]=[C:7]([Br:9])[CH:6]=[CH:5][C:4]=1[OH:10])[CH3:2].C1(=O)O[CH2:14][CH2:13][O:12]1.C(=O)([O-])[O-].[K+].[K+].O. The catalyst is CN1C(=O)CCC1. The product is [Br:9][C:7]1[CH:6]=[CH:5][C:4]([O:10][CH2:14][CH2:13][OH:12])=[C:3]([CH2:1][CH3:2])[CH:8]=1. The yield is 0.820.